The task is: Predict the reactants needed to synthesize the given product.. This data is from Full USPTO retrosynthesis dataset with 1.9M reactions from patents (1976-2016). Given the product [C:1]([SiH2:5][O:6][C:7]([CH3:17])([CH3:16])[C:8]1[O:12][C:11]([CH2:13][O:14][CH3:18])=[N:10][C:9]=1[CH3:15])([CH3:4])([CH3:3])[CH3:2], predict the reactants needed to synthesize it. The reactants are: [C:1]([SiH2:5][O:6][C:7]([CH3:17])([CH3:16])[C:8]1[O:12][C:11]([CH2:13][OH:14])=[N:10][C:9]=1[CH3:15])([CH3:4])([CH3:3])[CH3:2].[CH3:18]I.[H-].[Na+].O.